From a dataset of Experimentally validated miRNA-target interactions with 360,000+ pairs, plus equal number of negative samples. Binary Classification. Given a miRNA mature sequence and a target amino acid sequence, predict their likelihood of interaction. The miRNA is mmu-miR-665-3p with sequence ACCAGGAGGCUGAGGUCCCU. The protein sequence of the target gene is MLLGPASGSPSPLLASLTLPARPLQPPLDLKHLLAFHLNGTTPLSLFPNFSTMDPVQKAVISHTFGVPSPLKKKLFISCNICHLRFNSANQAEAHYKGHRHARKLKAVEAAKSKQRPRNPTTNGTVVSSASPPASGSPGTPQSKGPASPPLGPSLQLPPTPDPSAGDPVHSAGDPVHSELCDAAASSSSSSCPPCSPDPSREAPGPEPAEGAVGSGVNGEGRGEKGRLYCPTCKVTVNSASQLQAHNTGAKHRWMVEGHQGAPRRGRGRPVSRGGTGHKTKRVIGNRGGRQGPSPPFHCA.... Result: 1 (interaction).